This data is from Catalyst prediction with 721,799 reactions and 888 catalyst types from USPTO. The task is: Predict which catalyst facilitates the given reaction. (1) Reactant: [H-].[Na+].[C:3]([C:5]1([OH:9])[CH2:8][O:7][CH2:6]1)#[CH:4].Br[CH2:11][C:12]([OH:14])=[O:13].O. Product: [C:3]([C:5]1([O:9][CH2:11][C:12]([OH:14])=[O:13])[CH2:8][O:7][CH2:6]1)#[CH:4]. The catalyst class is: 7. (2) Reactant: [CH2:1]([O:3][C:4]1[C:13]2[C:8](=[CH:9][CH:10]=[C:11]([CH:14]=O)[CH:12]=2)[N:7]=[CH:6][CH:5]=1)[CH3:2].[F:16][C:17]1[CH:22]=[CH:21][C:20]([CH:23]2[CH2:25][CH:24]2[NH:26][C:27]2[S:28][CH2:29][C:30](=[O:32])[N:31]=2)=[CH:19][CH:18]=1.C([O-])(=O)C.[Na+]. Product: [CH2:1]([O:3][C:4]1[C:13]2[C:8](=[CH:9][CH:10]=[C:11](/[CH:14]=[C:29]3/[C:30](=[O:32])[N:31]=[C:27]([NH:26][CH:24]4[CH2:25][CH:23]4[C:20]4[CH:21]=[CH:22][C:17]([F:16])=[CH:18][CH:19]=4)[S:28]/3)[CH:12]=2)[N:7]=[CH:6][CH:5]=1)[CH3:2]. The catalyst class is: 15. (3) Reactant: Cl[C:2]1[C:11]2[C:6](=[CH:7][C:8]([O:17][CH3:18])=[C:9]([O:12][CH2:13][CH2:14][O:15][CH3:16])[CH:10]=2)[N:5]=[C:4]([C:19]2[CH:24]=[CH:23][CH:22]=[C:21]([N+:25]([O-:27])=[O:26])[CH:20]=2)[N:3]=1.[NH2:28][C:29]1[CH:30]=[C:31]2[C:35](=[CH:36][CH:37]=1)[N:34]([C:38]([O-:40])=[O:39])[N:33]=[CH:32]2. Product: [CH3:18][O:17][C:8]1[CH:7]=[C:6]2[C:11]([C:2]([NH:28][C:29]3[CH:30]=[C:31]4[C:35](=[CH:36][CH:37]=3)[N:34]([C:38]([O:40][C:11]([CH3:6])([CH3:2])[CH3:10])=[O:39])[N:33]=[CH:32]4)=[N:3][C:4]([C:19]3[CH:24]=[CH:23][CH:22]=[C:21]([N+:25]([O-:27])=[O:26])[CH:20]=3)=[N:5]2)=[CH:10][C:9]=1[O:12][CH2:13][CH2:14][O:15][CH3:16]. The catalyst class is: 32. (4) Reactant: FC1C=CC=C(F)C=1C(C1N(C)N=C(C)C=1C1C(F)=CC=CC=1F)O.[F:26][C:27]1[CH:32]=[C:31]([F:33])[CH:30]=[CH:29][C:28]=1[CH:34]([C:36]1[N:40]([CH3:41])[N:39]=[C:38]([CH3:42])[C:37]=1[C:43]1[C:48]([F:49])=[CH:47][CH:46]=[CH:45][C:44]=1[F:50])O.C(N(CC)CC)C.S(Cl)([Cl:60])=O. Product: [Cl:60][CH:34]([C:28]1[CH:29]=[CH:30][C:31]([F:33])=[CH:32][C:27]=1[F:26])[C:36]1[N:40]([CH3:41])[N:39]=[C:38]([CH3:42])[C:37]=1[C:43]1[C:48]([F:49])=[CH:47][CH:46]=[CH:45][C:44]=1[F:50]. The catalyst class is: 4.